This data is from Full USPTO retrosynthesis dataset with 1.9M reactions from patents (1976-2016). The task is: Predict the reactants needed to synthesize the given product. (1) Given the product [NH2:13][C:14]1[CH:15]=[C:16]([NH:17][S:18]([C:21]2[C:22](=[O:23])[O:12][C:5]3[C:6]([CH:7]=2)=[CH:9][CH:10]=[CH:11][C:4]=3[O:3][CH2:1][CH3:2])(=[O:20])=[O:19])[CH:25]=[CH:26][C:27]=1[F:28], predict the reactants needed to synthesize it. The reactants are: [CH2:1]([O:3][C:4]1[CH:11]=[CH:10][CH:9]=[C:6]([CH:7]=O)[C:5]=1[OH:12])[CH3:2].[NH2:13][C:14]1[CH:15]=[C:16]([CH:25]=[CH:26][C:27]=1[F:28])[NH:17][S:18]([CH2:21][C:22](O)=[O:23])(=[O:20])=[O:19]. (2) Given the product [CH3:22][O:21][C:12]1[CH:11]=[CH:10][C:9]2[C:8]3[C:17](=[C:18]4[C:5](=[CH:6][CH:7]=3)[CH:4]=[C:3]([O:2][CH3:1])[CH:20]=[CH:19]4)[CH:16]=[CH:15][C:14]=2[CH:13]=1, predict the reactants needed to synthesize it. The reactants are: [CH3:1][O:2][C:3]1[CH:20]=[CH:19][C:18]2[C:17]3[CH2:16][CH2:15][C:14]4[C:9](=[CH:10][CH:11]=[C:12]([O:21][CH3:22])[CH:13]=4)[C:8]=3[CH2:7][CH2:6][C:5]=2[CH:4]=1. (3) Given the product [Cl:45][C:32]1[CH:33]=[CH:34][C:35]2[C:40](=[CH:39][CH:38]=[CH:37][CH:36]=2)[C:31]=1[O:30][P:29](=[N:12][C@@H:13]([CH2:25][CH2:26][S:27][CH3:28])[C:14]([O:16][C@H:17]([C:19]1[CH:24]=[CH:23][CH:22]=[CH:21][CH:20]=1)[CH3:18])=[O:15])=[O:41], predict the reactants needed to synthesize it. The reactants are: S(C1C=CC(C)=CC=1)([O-])(=O)=O.[NH2:12][C@@H:13]([CH2:25][CH2:26][S:27][CH3:28])[C:14]([O:16][C@H:17]([C:19]1[CH:24]=[CH:23][CH:22]=[CH:21][CH:20]=1)[CH3:18])=[O:15].[P:29](Cl)(Cl)(=[O:41])[O:30][C:31]1[C:40]2[C:35](=[CH:36][CH:37]=[CH:38][CH:39]=2)[CH:34]=[CH:33][CH:32]=1.C(Cl)[Cl:45]. (4) Given the product [F:9][C:10]1[CH:11]=[N:12][CH:13]=[C:14]([F:17])[C:15]=1[N:4]1[CH:5]=[CH:6][C:2]([I:1])=[N:3]1, predict the reactants needed to synthesize it. The reactants are: [I:1][C:2]1[CH:6]=[CH:5][NH:4][N:3]=1.[H-].[Na+].[F:9][C:10]1[CH:11]=[N:12][CH:13]=[C:14]([F:17])[C:15]=1F. (5) Given the product [CH2:1]([O:5][CH2:6][CH2:7][O:8][C:9]1[CH:14]=[CH:13][C:12]([C:15]2[CH:16]=[CH:17][C:18]3[N:25]([CH2:26][CH2:27][CH3:28])[CH2:24][CH2:23][CH2:22][C:21]([C:29]([NH:31][C:32]4[CH:33]=[CH:34][C:35]([S:38]([CH2:39][C:40]5[N:44]([CH2:45][CH2:46][CH3:47])[CH:43]=[N:42][N:41]=5)=[O:57])=[CH:36][CH:37]=4)=[O:30])=[CH:20][C:19]=3[CH:48]=2)=[CH:11][CH:10]=1)[CH2:2][CH2:3][CH3:4], predict the reactants needed to synthesize it. The reactants are: [CH2:1]([O:5][CH2:6][CH2:7][O:8][C:9]1[CH:14]=[CH:13][C:12]([C:15]2[CH:16]=[CH:17][C:18]3[N:25]([CH2:26][CH2:27][CH3:28])[CH2:24][CH2:23][CH2:22][C:21]([C:29]([NH:31][C:32]4[CH:37]=[CH:36][C:35]([S:38][CH2:39][C:40]5[N:44]([CH2:45][CH2:46][CH3:47])[CH:43]=[N:42][N:41]=5)=[CH:34][CH:33]=4)=[O:30])=[CH:20][C:19]=3[CH:48]=2)=[CH:11][CH:10]=1)[CH2:2][CH2:3][CH3:4].ClC1C=CC=C(C(OO)=[O:57])C=1.S([O-])([O-])(=O)=S.[Na+].[Na+]. (6) Given the product [N+:38]([C:35]1[CH:36]=[CH:37][C:32]([O:31][C:30]([N:1]2[C:9]3[C:4](=[CH:5][C:6]([O:10][C:11]4[C:12]5[CH2:20][CH2:19][N:18]([C:21]([O:23][C:24]([CH3:27])([CH3:26])[CH3:25])=[O:22])[CH2:17][C:13]=5[N:14]=[CH:15][N:16]=4)=[CH:7][CH:8]=3)[CH:3]=[CH:2]2)=[O:41])=[CH:33][CH:34]=1)([O-:40])=[O:39], predict the reactants needed to synthesize it. The reactants are: [NH:1]1[C:9]2[C:4](=[CH:5][C:6]([O:10][C:11]3[C:12]4[CH2:20][CH2:19][N:18]([C:21]([O:23][C:24]([CH3:27])([CH3:26])[CH3:25])=[O:22])[CH2:17][C:13]=4[N:14]=[CH:15][N:16]=3)=[CH:7][CH:8]=2)[CH:3]=[CH:2]1.[H-].[Na+].[C:30](Cl)(=[O:41])[O:31][C:32]1[CH:37]=[CH:36][C:35]([N+:38]([O-:40])=[O:39])=[CH:34][CH:33]=1. (7) Given the product [Cl:1][C:2]1[CH:3]=[C:4]2[C:9](=[CH:10][CH:11]=1)[CH:8]=[C:7]([S:12]([N:15]([CH2:31][C:32]1[S:33][CH:34]=[CH:35][N:36]=1)[C@H:16]1[CH2:20][CH2:19][N:18]([C@@H:21]([CH3:29])[C:22]([OH:24])=[O:23])[C:17]1=[O:30])(=[O:13])=[O:14])[CH:6]=[CH:5]2, predict the reactants needed to synthesize it. The reactants are: [Cl:1][C:2]1[CH:3]=[C:4]2[C:9](=[CH:10][CH:11]=1)[CH:8]=[C:7]([S:12]([N:15]([CH2:31][C:32]1[S:33][CH:34]=[CH:35][N:36]=1)[C@H:16]1[CH2:20][CH2:19][N:18]([C@@H:21]([CH3:29])[C:22]([O:24]C(C)(C)C)=[O:23])[C:17]1=[O:30])(=[O:14])=[O:13])[CH:6]=[CH:5]2.FC(F)(F)C(O)=O.